From a dataset of Cav3 T-type calcium channel HTS with 100,875 compounds. Binary Classification. Given a drug SMILES string, predict its activity (active/inactive) in a high-throughput screening assay against a specified biological target. (1) The compound is o1nc(Nc2n3ncnc3nc(c2)C)cc1C. The result is 0 (inactive). (2) The compound is s1c(N)c2c(c(nn(c2=O)c2ccc(OC)cc2)C(OCC)=O)c1. The result is 0 (inactive). (3) The molecule is s1cc(C(=O)NC(C2OCCC2)C)cc1C. The result is 0 (inactive). (4) The drug is s1c(CN(C(C(=O)NC2CCCCC2)c2cc(OC)c(OC)cc2)C(=O)Cc2c3c([nH]c2)cccc3)ccc1. The result is 0 (inactive).